From a dataset of Peptide-MHC class II binding affinity with 134,281 pairs from IEDB. Regression. Given a peptide amino acid sequence and an MHC pseudo amino acid sequence, predict their binding affinity value. This is MHC class II binding data. (1) The peptide sequence is EKKYIAATQFEPLAA. The MHC is HLA-DPA10103-DPB10401 with pseudo-sequence HLA-DPA10103-DPB10401. The binding affinity (normalized) is 0.894. (2) The peptide sequence is EAVSLLCSDKQPCNG. The MHC is DRB3_0101 with pseudo-sequence DRB3_0101. The binding affinity (normalized) is 0.246. (3) The MHC is DRB1_0901 with pseudo-sequence DRB1_0901. The peptide sequence is GIDIFASKNFHLQKN. The binding affinity (normalized) is 0.542.